Dataset: Catalyst prediction with 721,799 reactions and 888 catalyst types from USPTO. Task: Predict which catalyst facilitates the given reaction. Reactant: [CH3:1][NH2:2].[F:3][C:4]([F:24])([F:23])[C:5]([F:22])([F:21])[C:6]([F:20])([F:19])[C:7]([F:18])([F:17])[C:8]([F:16])([F:15])[C:9](F)([F:13])[CH2:10][CH2:11]I. Product: [F:13][C:9]([C:8]([F:16])([F:15])[C:7]([F:18])([F:17])[C:6]([F:20])([F:19])[C:5]([F:22])([F:21])[C:4]([F:24])([F:23])[F:3])=[CH:10][CH2:11][NH:2][CH3:1]. The catalyst class is: 7.